From a dataset of Catalyst prediction with 721,799 reactions and 888 catalyst types from USPTO. Predict which catalyst facilitates the given reaction. (1) Reactant: [CH3:1][O:2][C:3]1[CH:8]=[CH:7][C:6]([C:9]2[C:17]3[C:12](=[C:13]4[CH:20]=[CH:19][NH:18][C:14]4=[N:15][CH:16]=3)[N:11]([CH3:21])[N:10]=2)=[CH:5][CH:4]=1.C1C(=O)N([Br:29])C(=O)C1. Product: [Br:29][C:20]1[C:13]2[C:14](=[N:15][CH:16]=[C:17]3[C:9]([C:6]4[CH:5]=[CH:4][C:3]([O:2][CH3:1])=[CH:8][CH:7]=4)=[N:10][N:11]([CH3:21])[C:12]3=2)[NH:18][CH:19]=1. The catalyst class is: 3. (2) Reactant: [Br:1][C:2]1[CH:14]=[C:13]2[C:5]([C:6]3[C:7](=[O:39])[C:8]4[CH:20]=[CH:19][C:18]([O:21][CH2:22][C@@H:23]5[C@@H:27]([CH2:28][O:29][Si:30]([C:33]([CH3:36])([CH3:35])[CH3:34])([CH3:32])[CH3:31])[O:26][C:25]([CH3:38])([CH3:37])[O:24]5)=[CH:17][C:9]=4[C:10]([CH3:16])([CH3:15])[C:11]=3[NH:12]2)=[CH:4][CH:3]=1.Br[CH2:41][C:42]([O:44][CH3:45])=[O:43].[H-].[Na+]. Product: [CH3:45][O:44][C:42](=[O:43])[CH2:41][N:12]1[C:11]2[C:10]([CH3:16])([CH3:15])[C:9]3[CH:17]=[C:18]([O:21][CH2:22][C@@H:23]4[C@@H:27]([CH2:28][O:29][Si:30]([C:33]([CH3:36])([CH3:35])[CH3:34])([CH3:32])[CH3:31])[O:26][C:25]([CH3:38])([CH3:37])[O:24]4)[CH:19]=[CH:20][C:8]=3[C:7](=[O:39])[C:6]=2[C:5]2[C:13]1=[CH:14][C:2]([Br:1])=[CH:3][CH:4]=2. The catalyst class is: 3. (3) Reactant: Cl[C:2]1[CH:7]=[C:6]([N+:8]([O-:10])=[O:9])C=C[C:3]=1OC.[Cl-:13].[NH+]1C=CC=CC=1.CCO[C:23]([CH3:25])=[O:24]. Product: [Cl:13][C:3]1[CH:2]=[CH:7][C:6]([N+:8]([O-:10])=[O:9])=[CH:25][C:23]=1[OH:24]. The catalyst class is: 33. (4) The catalyst class is: 5. Reactant: C(=O)([O-])[O-].[K+].[K+].[CH3:7][C:8]1[CH:9]=[C:10]([NH:20][C:21]2[N:26]=[C:25]([C:27]([F:30])([F:29])[F:28])[CH:24]=[CH:23][N:22]=2)[CH:11]=[C:12]([C:14]#[C:15][Si](C)(C)C)[CH:13]=1. Product: [C:14]([C:12]1[CH:11]=[C:10]([NH:20][C:21]2[N:26]=[C:25]([C:27]([F:28])([F:29])[F:30])[CH:24]=[CH:23][N:22]=2)[CH:9]=[C:8]([CH3:7])[CH:13]=1)#[CH:15]. (5) Reactant: Cl[C:2]1[CH:3]=[CH:4][C:5]2[N:6]([C:8]([CH2:11][NH:12][C:13]3[C:22]4[C:17](=[CH:18][C:19]([O:23][CH3:24])=[CH:20][N:21]=4)[N:16]=[CH:15][CH:14]=3)=[N:9][N:10]=2)[N:7]=1.[CH2:25]([Si:27]([CH2:32][CH3:33])([CH2:30][CH3:31])[C:28]#[CH:29])[CH3:26].C(N(CC)CC)C. Product: [CH3:24][O:23][C:19]1[CH:18]=[C:17]2[C:22]([C:13]([NH:12][CH2:11][C:8]3[N:6]4[N:7]=[C:2]([C:26]#[C:25][Si:27]([CH2:32][CH3:33])([CH2:30][CH3:31])[CH2:28][CH3:29])[CH:3]=[CH:4][C:5]4=[N:10][N:9]=3)=[CH:14][CH:15]=[N:16]2)=[N:21][CH:20]=1. The catalyst class is: 767. (6) Reactant: [NH:1]1[CH2:6][CH2:5][CH:4]([CH2:7][CH2:8][CH2:9][NH:10][C:11]([C:13]2[NH:21][C:20]3[CH:19]=[CH:18][N:17]=[CH:16][C:15]=3[CH:14]=2)=[O:12])[CH2:3][CH2:2]1.C(O)(C(F)(F)F)=O.N1C=CC=CC=1.[C:35](Cl)(=[O:42])[C:36]1[CH:41]=[CH:40][CH:39]=[CH:38][CH:37]=1. Product: [C:35]([N:1]1[CH2:6][CH2:5][CH:4]([CH2:7][CH2:8][CH2:9][NH:10][C:11]([C:13]2[NH:21][C:20]3[CH:19]=[CH:18][N:17]=[CH:16][C:15]=3[CH:14]=2)=[O:12])[CH2:3][CH2:2]1)(=[O:42])[C:36]1[CH:41]=[CH:40][CH:39]=[CH:38][CH:37]=1. The catalyst class is: 91. (7) Reactant: [F:1][C:2]1[CH:3]=[C:4]([C:9]#[N:10])[CH:5]=[C:6]([CH:8]=1)[NH2:7].[Cl:11][C:12]1[CH:17]=[C:16]([C:18]([F:21])([F:20])[F:19])[CH:15]=[CH:14][C:13]=1[N:22]=[C:23]=[O:24]. Product: [Cl:11][C:12]1[CH:17]=[C:16]([C:18]([F:21])([F:20])[F:19])[CH:15]=[CH:14][C:13]=1[NH:22][C:23]([NH:7][C:6]1[CH:8]=[C:2]([F:1])[CH:3]=[C:4]([C:9]#[N:10])[CH:5]=1)=[O:24]. The catalyst class is: 7.